This data is from Full USPTO retrosynthesis dataset with 1.9M reactions from patents (1976-2016). The task is: Predict the reactants needed to synthesize the given product. (1) Given the product [Si:11]([O:10][C@@H:8]([C:5]1[CH:6]=[CH:7][C:2]([N:24]2[CH2:25][CH2:26][CH:21]([C:20]([F:28])([F:27])[F:19])[CH2:22][CH2:23]2)=[CH:3][CH:4]=1)[CH3:9])([C:14]([CH3:17])([CH3:16])[CH3:15])([CH3:13])[CH3:12], predict the reactants needed to synthesize it. The reactants are: Br[C:2]1[CH:7]=[CH:6][C:5]([C@H:8]([O:10][Si:11]([C:14]([CH3:17])([CH3:16])[CH3:15])([CH3:13])[CH3:12])[CH3:9])=[CH:4][CH:3]=1.Cl.[F:19][C:20]([F:28])([F:27])[CH:21]1[CH2:26][CH2:25][NH:24][CH2:23][CH2:22]1. (2) Given the product [C:1]1([C:21]2[CH:22]=[CH:23][CH:24]=[CH:25][CH:26]=2)[CH:2]=[CH:3][C:4]([CH2:7][C@H:8]2[N:12]([C:13](=[O:18])[C:14]([CH3:17])([CH3:16])[CH3:15])[C:11](=[O:19])[C:10]([CH3:27])([CH3:20])[CH2:9]2)=[CH:5][CH:6]=1, predict the reactants needed to synthesize it. The reactants are: [C:1]1([C:21]2[CH:26]=[CH:25][CH:24]=[CH:23][CH:22]=2)[CH:6]=[CH:5][C:4]([CH2:7][C@H:8]2[N:12]([C:13](=[O:18])[C:14]([CH3:17])([CH3:16])[CH3:15])[C:11](=[O:19])[C@H:10]([CH3:20])[CH2:9]2)=[CH:3][CH:2]=1.[CH:27]([N-]C(C)C)(C)C.[Li+].CI.NCCC(CN)O.S(=O)(=O)(O)O.